From a dataset of Catalyst prediction with 721,799 reactions and 888 catalyst types from USPTO. Predict which catalyst facilitates the given reaction. (1) Reactant: [Br:1][C:2]1[CH:3]=[CH:4][C:5]([N:8]2[CH2:12][CH2:11][CH:10]([N:13](C)[CH3:14])[CH2:9]2)=[N:6][CH:7]=1.CS(OC1CCN(C2C=CC(Br)=CN=2)C1)(=O)=O.CN.CCN(C(C)C)C(C)C. Product: [Br:1][C:2]1[CH:3]=[CH:4][C:5]([N:8]2[CH2:12][CH2:11][CH:10]([NH:13][CH3:14])[CH2:9]2)=[N:6][CH:7]=1. The catalyst class is: 24. (2) Reactant: [Cl:1][C:2]1[CH:7]=[CH:6][CH:5]=[C:4]([F:8])[C:3]=1[C:9]1[NH:13][C:12]([C:14]2[N:19]=[C:18]3[N:20]([CH2:24][C:25]([CH3:28])([CH3:27])[CH3:26])[C:21]([NH2:23])=[N:22][C:17]3=[CH:16][CH:15]=2)=[C:11]([C:29]2[CH:34]=[CH:33][CH:32]=[CH:31][CH:30]=2)[N:10]=1.[CH3:35][S:36]([OH:39])(=[O:38])=[O:37]. Product: [CH3:35][S:36]([OH:39])(=[O:38])=[O:37].[Cl:1][C:2]1[CH:7]=[CH:6][CH:5]=[C:4]([F:8])[C:3]=1[C:9]1[NH:13][C:12]([C:14]2[N:19]=[C:18]3[N:20]([CH2:24][C:25]([CH3:26])([CH3:27])[CH3:28])[C:21]([NH2:23])=[N:22][C:17]3=[CH:16][CH:15]=2)=[C:11]([C:29]2[CH:34]=[CH:33][CH:32]=[CH:31][CH:30]=2)[N:10]=1. The catalyst class is: 24. (3) The catalyst class is: 31. Reactant: [I:1][C:2]1[C:10]([CH3:11])=[CH:9][CH:8]=[CH:7][C:3]=1[C:4]([OH:6])=O.Cl.[CH2:13]([O:15][C:16]([C:18]1([NH2:29])[CH2:26][C:25]2[C:20](=[C:21]([F:28])[CH:22]=[CH:23][C:24]=2[F:27])[CH2:19]1)=[O:17])[CH3:14].CN(C(ON1N=NC2C=CC=NC1=2)=[N+](C)C)C.F[P-](F)(F)(F)(F)F.CCN(C(C)C)C(C)C. Product: [CH2:13]([O:15][C:16]([C:18]1([NH:29][C:4](=[O:6])[C:3]2[CH:7]=[CH:8][CH:9]=[C:10]([CH3:11])[C:2]=2[I:1])[CH2:26][C:25]2[C:20](=[C:21]([F:28])[CH:22]=[CH:23][C:24]=2[F:27])[CH2:19]1)=[O:17])[CH3:14]. (4) Reactant: CCN(C(C)C)C(C)C.[Cl:10][C:11]1[C:16]([C:17]([OH:19])=O)=[CH:15][CH:14]=[CH:13][N:12]=1.C1C=CC2N(O)N=NC=2C=1.CCN=C=NCCCN(C)C.[O:41]=[C:42]([N:59]1[CH2:64][CH2:63][NH:62][CH2:61][CH2:60]1)[CH2:43][NH:44][C:45]([C:47]1[CH:52]=[CH:51][C:50]([C:53]2[CH:58]=[CH:57][CH:56]=[CH:55][CH:54]=2)=[CH:49][CH:48]=1)=[O:46]. Product: [Cl:10][C:11]1[C:16]([C:17]([N:62]2[CH2:61][CH2:60][N:59]([C:42](=[O:41])[CH2:43][NH:44][C:45]([C:47]3[CH:52]=[CH:51][C:50]([C:53]4[CH:58]=[CH:57][CH:56]=[CH:55][CH:54]=4)=[CH:49][CH:48]=3)=[O:46])[CH2:64][CH2:63]2)=[O:19])=[CH:15][CH:14]=[CH:13][N:12]=1. The catalyst class is: 18. (5) Reactant: [Br:1][C:2]1[CH:3]=[C:4]([S:9]([NH:12][C:13]2[N:14]=[N:15][C:16]([Cl:20])=[CH:17][C:18]=2[OH:19])(=[O:11])=[O:10])[CH:5]=[N:6][C:7]=1Cl.[CH3:21][O-:22].[Na+]. Product: [Br:1][C:2]1[CH:3]=[C:4]([S:9]([NH:12][C:13]2[N:14]=[N:15][C:16]([Cl:20])=[CH:17][C:18]=2[OH:19])(=[O:11])=[O:10])[CH:5]=[N:6][C:7]=1[O:22][CH3:21]. The catalyst class is: 5. (6) The catalyst class is: 16. Reactant: [CH3:1][N:2]1[C:7](=[O:8])[CH2:6][C:5]2[CH:9]=[C:10]3[C:15](=[CH:16][C:4]=2[S:3]1(=[O:18])=[O:17])[CH:14]=[CH:13][CH:12]=[CH:11]3.C(N(CC)CC)C.[C:26]1([N:32]=[C:33]=[O:34])[CH:31]=[CH:30][CH:29]=[CH:28][CH:27]=1. Product: [CH3:1][N:2]1[C:7](=[O:8])[CH:6]([C:33]([NH:32][C:26]2[CH:31]=[CH:30][CH:29]=[CH:28][CH:27]=2)=[O:34])[C:5]2[CH:9]=[C:10]3[C:15](=[CH:16][C:4]=2[S:3]1(=[O:17])=[O:18])[CH:14]=[CH:13][CH:12]=[CH:11]3. (7) Reactant: [CH:1]([C:4]1[C:13]([C:14]2[NH:18][C:17]([CH2:19][CH2:20][O:21][CH3:22])=[N:16][N:15]=2)=[CH:12][C:7]([C:8]([O:10]C)=[O:9])=[C:6]([CH3:23])[CH:5]=1)([CH3:3])[CH3:2].O.[OH-].[Li+].CO. Product: [CH:1]([C:4]1[C:13]([C:14]2[NH:18][C:17]([CH2:19][CH2:20][O:21][CH3:22])=[N:16][N:15]=2)=[CH:12][C:7]([C:8]([OH:10])=[O:9])=[C:6]([CH3:23])[CH:5]=1)([CH3:3])[CH3:2]. The catalyst class is: 6. (8) Reactant: [NH:1]1[C:5]2[CH:6]=[CH:7][CH:8]=[CH:9][C:4]=2[N:3]=[C:2]1[C@H:10]1[CH2:15][C@H:14]([NH:16][C:17]([C:19]2[CH:28]=[CH:27][C:22]3[O:23][CH2:24][CH2:25][O:26][C:21]=3[CH:20]=2)=[O:18])[CH2:13][CH2:12][N:11]1[C:29]([O:31][C:32]([CH3:35])([CH3:34])[CH3:33])=[O:30].Br[CH2:37][CH2:38][O:39][CH:40]1[CH2:45][CH2:44][CH2:43][CH2:42][O:41]1.C([O-])([O-])=O.[K+].[K+].O. Product: [O:23]1[CH2:24][CH2:25][O:26][C:21]2[CH:20]=[C:19]([C:17]([NH:16][C@@H:14]3[CH2:13][CH2:12][N:11]([C:29]([O:31][C:32]([CH3:35])([CH3:34])[CH3:33])=[O:30])[C@@H:10]([C:2]4[N:3]([CH2:37][CH2:38][O:39][CH:40]5[CH2:45][CH2:44][CH2:43][CH2:42][O:41]5)[C:4]5[CH:9]=[CH:8][CH:7]=[CH:6][C:5]=5[N:1]=4)[CH2:15]3)=[O:18])[CH:28]=[CH:27][C:22]1=2. The catalyst class is: 39. (9) Reactant: [C:1](Cl)(=O)[C:2]([Cl:4])=[O:3].[CH3:7][O:8][CH2:9][CH2:10][CH2:11][C:12]1[S:16][C:15]([C:17]2[CH:22]=[CH:21][CH:20]=[CH:19][CH:18]=2)=[N:14]C=1C([O-])=O. Product: [CH3:7][O:8][CH2:9][CH2:10][CH2:11][C:12]1[S:16][C:15]([C:17]2[CH:22]=[CH:21][CH:20]=[CH:19][CH:18]=2)=[N:14][C:1]=1[C:2]([Cl:4])=[O:3]. The catalyst class is: 59. (10) Reactant: [H-].C[O:3][C:4](=O)[CH2:5][N:6]1[CH2:10][CH2:9][CH2:8][C:7]1=[O:11]. Product: [O:11]=[C:7]1[CH2:8][CH2:9][CH2:10][N:6]1[CH2:5][CH:4]=[O:3]. The catalyst class is: 11.